The task is: Regression/Classification. Given a drug SMILES string, predict its toxicity properties. Task type varies by dataset: regression for continuous values (e.g., LD50, hERG inhibition percentage) or binary classification for toxic/non-toxic outcomes (e.g., AMES mutagenicity, cardiotoxicity, hepatotoxicity). Dataset: ames.. This data is from Ames mutagenicity test results for genotoxicity prediction. (1) The compound is O=Nc1ccccc1-c1ccccc1. The result is 1 (mutagenic). (2) The molecule is Nn1nnc2c3ccccc3nc-2c1O. The result is 1 (mutagenic).